From a dataset of Reaction yield outcomes from USPTO patents with 853,638 reactions. Predict the reaction yield, written as a fraction of the theoretical maximum amount of product (1.0 means a 100% yield; for example, 0.34 means a 34% yield). (1) The reactants are Br[C:2]1[CH:3]=[C:4]2[C:8](=[CH:9][CH:10]=1)[NH:7][C:6]([C:11]([OH:13])=[O:12])=[CH:5]2.[C:14]([O:18][CH2:19][CH3:20])(=[O:17])[CH:15]=[CH2:16].CCN(CC)CC.C(#N)C. The catalyst is C(Cl)Cl.CC([O-])=O.CC([O-])=O.[Pd+2].CCOC(C)=O. The product is [CH2:19]([O:18][C:14](/[CH:15]=[CH:16]/[C:2]1[CH:3]=[C:4]2[C:8](=[CH:9][CH:10]=1)[NH:7][C:6]([C:11]([OH:13])=[O:12])=[CH:5]2)=[O:17])[CH3:20]. The yield is 0.860. (2) The reactants are Cl[C:2]1[C:7]([C:8]#[N:9])=[C:6]([NH:10][CH3:11])[C:5]([N+:12]([O-:14])=[O:13])=[CH:4][CH:3]=1.[O:15]=[C:16]1[CH2:20][CH2:19][CH2:18][CH:17]1[C:21]([O:23][CH2:24][CH3:25])=[O:22].C([O-])([O-])=O.[K+].[K+]. The catalyst is CN(C=O)C.[NH4+].[Cl-]. The product is [C:8]([C:7]1[C:6]([NH:10][CH3:11])=[C:5]([N+:12]([O-:14])=[O:13])[CH:4]=[CH:3][C:2]=1[C:17]1([C:21]([O:23][CH2:24][CH3:25])=[O:22])[CH2:18][CH2:19][CH2:20][C:16]1=[O:15])#[N:9]. The yield is 0.400.